Dataset: Forward reaction prediction with 1.9M reactions from USPTO patents (1976-2016). Task: Predict the product of the given reaction. (1) The product is: [CH2:57]([N:54]1[CH2:55][CH2:56][N:51]([S:48]([C:44]2[CH:43]=[C:42]([N:27]3[C:17]4[N:18]=[C:19]([N:21]5[CH2:26][CH2:25][O:24][CH2:23][CH2:22]5)[N:20]=[C:15]([C:12]5[CH:11]=[N:10][C:9]([N:8]([CH2:7][C:6]6[CH:5]=[CH:4][C:3]([O:2][CH3:1])=[CH:40][CH:39]=6)[CH2:30][C:31]6[CH:32]=[CH:33][C:34]([O:37][CH3:38])=[CH:35][CH:36]=6)=[N:14][CH:13]=5)[C:16]=4[CH2:29][CH2:28]3)[CH:47]=[N:46][CH:45]=2)(=[O:50])=[O:49])[CH2:52][CH2:53]1)[CH3:58]. Given the reactants [CH3:1][O:2][C:3]1[CH:40]=[CH:39][C:6]([CH2:7][N:8]([CH2:30][C:31]2[CH:36]=[CH:35][C:34]([O:37][CH3:38])=[CH:33][CH:32]=2)[C:9]2[N:14]=[CH:13][C:12]([C:15]3[C:16]4[CH2:29][CH2:28][NH:27][C:17]=4[N:18]=[C:19]([N:21]4[CH2:26][CH2:25][O:24][CH2:23][CH2:22]4)[N:20]=3)=[CH:11][N:10]=2)=[CH:5][CH:4]=1.Br[C:42]1[CH:43]=[C:44]([S:48]([N:51]2[CH2:56][CH2:55][N:54]([CH2:57][CH3:58])[CH2:53][CH2:52]2)(=[O:50])=[O:49])[CH:45]=[N:46][CH:47]=1, predict the reaction product. (2) Given the reactants Cl[C:2]1[N:7]=[CH:6][C:5]([O:8][CH:9]2[CH2:14][CH2:13][N:12]([C:15]([O:17][C:18]([CH3:21])([CH3:20])[CH3:19])=[O:16])[CH2:11][CH2:10]2)=[CH:4][CH:3]=1.[CH:22]1([S:25]([C:28]2[CH:29]=[C:30]3[C:34](=[CH:35][CH:36]=2)[NH:33][CH:32]=[CH:31]3)(=[O:27])=[O:26])[CH2:24][CH2:23]1, predict the reaction product. The product is: [C:18]([O:17][C:15]([N:12]1[CH2:13][CH2:14][CH:9]([O:8][C:5]2[CH:6]=[N:7][C:2]([N:33]3[C:34]4[C:30](=[CH:29][C:28]([S:25]([CH:22]5[CH2:24][CH2:23]5)(=[O:27])=[O:26])=[CH:36][CH:35]=4)[CH:31]=[CH:32]3)=[CH:3][CH:4]=2)[CH2:10][CH2:11]1)=[O:16])([CH3:21])([CH3:20])[CH3:19]. (3) The product is: [F:14][C:15]([F:23])([F:24])[C:16]1[CH2:25][O:1][C:2]2[CH:11]=[CH:10][C:9]3[C:4](=[CH:5][CH:6]=[CH:7][CH:8]=3)[C:3]=2[C:17]=1[C:18]([O:20][CH2:21][CH3:22])=[O:19]. Given the reactants [OH:1][C:2]1[CH:11]=[CH:10][C:9]2[C:4](=[CH:5][CH:6]=[CH:7][CH:8]=2)[C:3]=1C=O.[F:14][C:15]([F:24])([F:23])/[CH:16]=[CH:17]/[C:18]([O:20][CH2:21][CH3:22])=[O:19].[C:25]([O-])([O-])=O.[K+].[K+], predict the reaction product. (4) Given the reactants [C:1]1([OH:7])[CH:6]=[CH:5][CH:4]=[CH:3][CH:2]=1.[H-].[Na+].[H][H].[F:12][C:13]([F:30])([F:29])[CH:14]1[CH2:16][N:15]1[S:17]([C:20]1[C:25]([CH3:26])=[CH:24][C:23]([CH3:27])=[CH:22][C:21]=1[CH3:28])(=[O:19])=[O:18], predict the reaction product. The product is: [CH3:28][C:21]1[CH:22]=[C:23]([CH3:27])[CH:24]=[C:25]([CH3:26])[C:20]=1[S:17]([NH:15][CH:14]([CH2:16][O:7][C:1]1[CH:6]=[CH:5][CH:4]=[CH:3][CH:2]=1)[C:13]([F:30])([F:12])[F:29])(=[O:18])=[O:19]. (5) Given the reactants [CH3:1][O:2][C:3](=[O:18])[C@@H:4]([O:15][CH2:16][CH3:17])[CH2:5][C:6]1[CH:11]=[CH:10][C:9]([OH:12])=[CH:8][C:7]=1[O:13][CH3:14].Cl[CH2:20][C:21]1[N:22]=[C:23]([C:27]2[CH:32]=[CH:31][C:30]([CH:33]([CH3:35])[CH3:34])=[CH:29][CH:28]=2)[O:24][C:25]=1[CH3:26].C(C1C=CC(C=O)=CC=1)(C)C.O=P(Cl)(Cl)Cl.C(=O)([O-])[O-].[Cs+].[Cs+].[I-].[K+], predict the reaction product. The product is: [CH3:1][O:2][C:3](=[O:18])[C@@H:4]([O:15][CH2:16][CH3:17])[CH2:5][C:6]1[CH:11]=[CH:10][C:9]([O:12][CH2:20][C:21]2[N:22]=[C:23]([C:27]3[CH:28]=[CH:29][C:30]([CH:33]([CH3:35])[CH3:34])=[CH:31][CH:32]=3)[O:24][C:25]=2[CH3:26])=[CH:8][C:7]=1[O:13][CH3:14]. (6) The product is: [C:42]([S:44][CH2:17][C@H:5]1[N:4]([CH2:3][C@H:2]([OH:1])[C:19]2[C:20]([CH3:29])=[C:21]3[C:25](=[CH:26][CH:27]=2)[C:24](=[O:28])[O:23][CH2:22]3)[CH2:9][CH2:8][N:7]([C:10]([O:12][C:13]([CH3:14])([CH3:16])[CH3:15])=[O:11])[CH2:6]1)(=[O:45])[CH3:43]. Given the reactants [OH:1][C@H:2]([C:19]1[C:20]([CH3:29])=[C:21]2[C:25](=[CH:26][CH:27]=1)[C:24](=[O:28])[O:23][CH2:22]2)[CH2:3][N:4]1[CH2:9][CH2:8][N:7]([C:10]([O:12][C:13]([CH3:16])([CH3:15])[CH3:14])=[O:11])[CH2:6][C@H:5]1[CH2:17]O.C(N(CC)CC)C.CS(Cl)(=O)=O.[C:42]([O-:45])(=[S:44])[CH3:43].[K+], predict the reaction product. (7) Given the reactants [CH3:1][CH:2]([CH2:4][C@H:5]([NH:31][C:32]([C@H:34]([NH:41][C:42]([C@@H:44]([NH:53][C:54]([C@@H:56]([NH:59][C:60]([C@@H:62]([NH:73][C:74]([C@@H:76]([NH:83][C:84]([C@H:86]1[NH:91][C:89](=[O:90])[CH2:88][CH2:87]1)=[O:85])[CH2:77][C:78]1[NH:82][CH:81]=[N:80][CH:79]=1)=[O:75])[CH2:63][C:64]1[C:68]2[CH:69]=[CH:70][CH:71]=[CH:72][C:67]=2[NH:66][CH:65]=1)=[O:61])[CH2:57][OH:58])=[O:55])[CH2:45][C:46]1[CH:47]=[CH:48][C:49]([OH:52])=[CH:50][CH:51]=1)=[O:43])[CH2:35][O:36][C:37]([CH3:40])([CH3:39])[CH3:38])=[O:33])[C:6]([NH:8][C@H:9]([C:17]([N:19]1[C@H:23]([C:24]([NH:26][NH:27][C:28]([NH2:30])=[O:29])=[O:25])[CH2:22][CH2:21][CH2:20]1)=[O:18])[CH2:10][CH2:11][CH2:12][NH:13][C:14]([NH2:16])=[NH:15])=[O:7])[CH3:3].CC(O)=O.[ClH:96], predict the reaction product. The product is: [CH3:3][CH:2]([CH2:4][C@H:5]([NH:31][C:32]([C@H:34]([NH:41][C:42]([C@@H:44]([NH:53][C:54]([C@@H:56]([NH:59][C:60]([C@@H:62]([NH:73][C:74]([C@@H:76]([NH:83][C:84]([C@H:86]1[NH:91][C:89](=[O:90])[CH2:88][CH2:87]1)=[O:85])[CH2:77][C:78]1[NH:82][CH:81]=[N:80][CH:79]=1)=[O:75])[CH2:63][C:64]1[C:68]2[CH:69]=[CH:70][CH:71]=[CH:72][C:67]=2[NH:66][CH:65]=1)=[O:61])[CH2:57][OH:58])=[O:55])[CH2:45][C:46]1[CH:51]=[CH:50][C:49]([OH:52])=[CH:48][CH:47]=1)=[O:43])[CH2:35][O:36][C:37]([CH3:38])([CH3:40])[CH3:39])=[O:33])[C:6]([NH:8][C@H:9]([C:17]([N:19]1[C@H:23]([C:24]([NH:26][NH:27][C:28]([NH2:30])=[O:29])=[O:25])[CH2:22][CH2:21][CH2:20]1)=[O:18])[CH2:10][CH2:11][CH2:12][NH:13][C:14]([NH2:16])=[NH:15])=[O:7])[CH3:1].[ClH:96].